From a dataset of Catalyst prediction with 721,799 reactions and 888 catalyst types from USPTO. Predict which catalyst facilitates the given reaction. (1) Reactant: Br[CH:2]([CH3:18])[C:3]([O:5][CH2:6][CH2:7][CH2:8][CH2:9][CH2:10][CH2:11][CH2:12][CH2:13][CH2:14][CH2:15][CH2:16][CH3:17])=[O:4].C(=O)(O)[O-].[Na+].[CH3:24][NH2:25]. Product: [CH3:24][NH:25][CH:2]([CH3:18])[C:3]([O:5][CH2:6][CH2:7][CH2:8][CH2:9][CH2:10][CH2:11][CH2:12][CH2:13][CH2:14][CH2:15][CH2:16][CH3:17])=[O:4]. The catalyst class is: 10. (2) Reactant: [NH2:1][C:2]1[CH:7]=[C:6]([CH2:8][CH2:9][C:10]([O:12]C)=[O:11])[CH:5]=[CH:4][C:3]=1[C:14]1[CH:19]=[CH:18][CH:17]=[C:16]([N:20]([CH3:29])[C:21]([NH:23][CH2:24][CH2:25][CH2:26][CH2:27][CH3:28])=[O:22])[CH:15]=1.[OH-].[Li+]. Product: [NH2:1][C:2]1[CH:7]=[C:6]([CH2:8][CH2:9][C:10]([OH:12])=[O:11])[CH:5]=[CH:4][C:3]=1[C:14]1[CH:19]=[CH:18][CH:17]=[C:16]([N:20]([CH3:29])[C:21]([NH:23][CH2:24][CH2:25][CH2:26][CH2:27][CH3:28])=[O:22])[CH:15]=1. The catalyst class is: 7. (3) Reactant: [CH:1]1([C:7]2[CH:15]=[CH:14][CH:13]=[CH:12][C:8]=2C(O)=O)[CH2:6][CH2:5][CH2:4][CH2:3][CH2:2]1.CC[N:18]([CH:22](C)C)C(C)C.C1(P(N=[N+]=[N-])(C2C=CC=CC=2)=[O:32])C=CC=CC=1. Product: [CH:1]1([C:7]2[CH:15]=[CH:14][CH:13]=[CH:12][C:8]=2[N:18]=[C:22]=[O:32])[CH2:2][CH2:3][CH2:4][CH2:5][CH2:6]1. The catalyst class is: 11. (4) Reactant: [S:1]1[CH:5]=[CH:4][CH:3]=[CH:2]1.[Li].[CH:7]([C@@H:9]1[N:13]([CH3:14])[C:12](=[O:15])[CH2:11][C@@H:10]1[C:16]1[CH:21]=[CH:20][CH:19]=[CH:18][CH:17]=1)=[O:8].[NH4+].[Cl-]. Product: [OH:8][C@H:7]([C:2]1[S:1][CH:5]=[CH:4][CH:3]=1)[C@@H:9]1[N:13]([CH3:14])[C:12](=[O:15])[CH2:11][C@@H:10]1[C:16]1[CH:21]=[CH:20][CH:19]=[CH:18][CH:17]=1. The catalyst class is: 1. (5) Reactant: [C:1]([C:3]1[CH:4]=[C:5]2[C:9](=[CH:10][CH:11]=1)[N:8](C1CCCCO1)[N:7]=[C:6]2[C:18]1[CH:19]=[C:20]([CH:24]=[CH:25][CH:26]=1)[C:21](O)=[O:22])#[N:2].O[N:28]1[C:32]2C=CC=CC=2N=[N:29]1.Cl.[CH3:38][N:39]([CH3:48])[CH2:40][CH2:41][CH2:42]N=C=NCC.[NH2:49][C:50]1[CH:55]=[CH:54][CH:53]=[CH:52][CH:51]=1. Product: [C:50]1([NH:49][C:21]([C:20]2[CH:24]=[CH:25][CH:26]=[C:18]([C:6]3[C:5]4[C:9](=[CH:10][CH:11]=[C:3]([C:1]5[N:2]=[C:32]([CH2:48][N:39]6[CH2:38][CH2:42][CH2:41][CH2:40]6)[NH:28][N:29]=5)[CH:4]=4)[NH:8][N:7]=3)[CH:19]=2)=[O:22])[CH:55]=[CH:54][CH:53]=[CH:52][CH:51]=1. The catalyst class is: 118. (6) Reactant: S(O)(O)(=O)=O.[OH:6][NH2:7].[CH3:8][C:9]([CH3:23])([CH2:15][O:16][CH:17]1[CH2:22][CH2:21][CH2:20][CH2:19][O:18]1)[C:10](=O)[CH2:11][C:12]#[N:13].[OH-].[Na+]. Product: [CH3:8][C:9]([C:10]1[CH:11]=[C:12]([NH2:13])[O:6][N:7]=1)([CH3:23])[CH2:15][O:16][CH:17]1[CH2:22][CH2:21][CH2:20][CH2:19][O:18]1. The catalyst class is: 6. (7) Reactant: [C:1]([N:3]1[C:11]2[CH:10]=[CH:9][C:8]([CH3:12])=[CH:7][C:6]=2[C:5]2[CH2:13][N:14]([CH3:17])[CH2:15][CH2:16][C:4]1=2)#[CH:2].Br[C:19]1[CH:20]=[N:21][C:22]2[C:27]([CH:28]=1)=[CH:26][CH:25]=[CH:24][CH:23]=2.CCCC[N+](CCCC)(CCCC)CCCC.[F-]. Product: [CH3:17][N:14]1[CH2:15][CH2:16][C:4]2[N:3]([C:1]#[C:2][C:19]3[CH:20]=[N:21][C:22]4[C:27]([CH:28]=3)=[CH:26][CH:25]=[CH:24][CH:23]=4)[C:11]3[CH:10]=[CH:9][C:8]([CH3:12])=[CH:7][C:6]=3[C:5]=2[CH2:13]1. The catalyst class is: 6.